From a dataset of Full USPTO retrosynthesis dataset with 1.9M reactions from patents (1976-2016). Predict the reactants needed to synthesize the given product. (1) Given the product [Cl:30][C:29]1[CH:28]=[C:5]([O:6][C:7]2[CH:12]=[CH:11][N:10]=[CH:9][C:8]=2[C:13]([N:15]2[C:24]3[C:19](=[CH:20][CH:21]=[CH:22][CH:23]=3)[N:18]([CH:25]3[CH2:27][CH2:26]3)[CH2:17][CH2:16]2)=[O:14])[C:4]([Cl:31])=[CH:3][C:2]=1[C:33]#[N:32], predict the reactants needed to synthesize it. The reactants are: Br[C:2]1[C:29]([Cl:30])=[CH:28][C:5]([O:6][C:7]2[CH:12]=[CH:11][N:10]=[CH:9][C:8]=2[C:13]([N:15]2[C:24]3[C:19](=[CH:20][CH:21]=[CH:22][CH:23]=3)[N:18]([CH:25]3[CH2:27][CH2:26]3)[CH2:17][CH2:16]2)=[O:14])=[C:4]([Cl:31])[CH:3]=1.[NH:32]1CCC[C@H:33]1C(O)=O.[Cu]C#N.O. (2) Given the product [O:22]=[S:18]1(=[O:21])[CH2:19][CH2:20][CH:15]([C:12]2[CH:13]=[CH:14][C:9]([N:5]3[CH2:4][C@H:3]([CH2:2][NH:1][C:24]([O:25][CH2:26][O:27][C:28](=[O:32])[CH:29]([CH3:31])[CH3:30])=[O:33])[O:7][C:6]3=[O:8])=[CH:10][C:11]=2[F:23])[CH2:16][CH2:17]1, predict the reactants needed to synthesize it. The reactants are: [NH2:1][CH2:2][C@@H:3]1[O:7][C:6](=[O:8])[N:5]([C:9]2[CH:14]=[CH:13][C:12]([CH:15]3[CH2:20][CH2:19][S:18](=[O:22])(=[O:21])[CH2:17][CH2:16]3)=[C:11]([F:23])[CH:10]=2)[CH2:4]1.[C:24](Cl)(=[O:33])[O:25][CH2:26][O:27][C:28](=[O:32])[CH:29]([CH3:31])[CH3:30]. (3) Given the product [O:1]1[CH2:6][CH2:5][O:4][C:3]2[CH:7]=[C:8]([CH:11]([O:16][CH3:17])[C:12]([NH:14]/[N:15]=[CH:23]/[C:22]3[CH:25]=[C:26]([O:30][CH3:31])[C:27]([O:28][CH3:29])=[C:20]([O:19][CH3:18])[CH:21]=3)=[O:13])[CH:9]=[CH:10][C:2]1=2, predict the reactants needed to synthesize it. The reactants are: [O:1]1[CH2:6][CH2:5][O:4][C:3]2[CH:7]=[C:8]([CH:11]([O:16][CH3:17])[C:12]([NH:14][NH2:15])=[O:13])[CH:9]=[CH:10][C:2]1=2.[CH3:18][O:19][C:20]1[CH:21]=[C:22]([CH:25]=[C:26]([O:30][CH3:31])[C:27]=1[O:28][CH3:29])[CH:23]=O. (4) Given the product [C:5]1(/[C:11](=[CH:13]/[CH2:14][C:15]2[CH:23]=[CH:22][C:21]([F:20])=[CH:17][CH:16]=2)/[CH3:30])[CH:10]=[CH:9][CH:8]=[CH:7][CH:6]=1, predict the reactants needed to synthesize it. The reactants are: C[Al](C)C.[C:5]1([CH3:11])[CH:10]=[CH:9][CH:8]=[CH:7][CH:6]=1.O1[CH2:17][CH2:16][CH2:15][CH2:14][CH2:13]1.C[Al].[F:20][C:21]1C=CC(CCl)=[CH:23][CH:22]=1.[Li][CH2:30]CCC. (5) Given the product [OH:32][CH2:31][C@@H:29]1[CH2:28][O:27][C:26](=[O:25])[N:30]1[C:2]1[CH:3]=[CH:4][C:5]([C:8]([N:10]2[CH2:15][CH2:14][N:13]([C:16]3[C:21]([CH3:22])=[CH:20][C:19]([CH3:23])=[C:18]([CH3:24])[N:17]=3)[CH2:12][CH2:11]2)=[O:9])=[CH:6][N:7]=1, predict the reactants needed to synthesize it. The reactants are: Br[C:2]1[N:7]=[CH:6][C:5]([C:8]([N:10]2[CH2:15][CH2:14][N:13]([C:16]3[C:21]([CH3:22])=[CH:20][C:19]([CH3:23])=[C:18]([CH3:24])[N:17]=3)[CH2:12][CH2:11]2)=[O:9])=[CH:4][CH:3]=1.[O:25]=[C:26]1[NH:30][C@H:29]([CH2:31][O:32]C(=O)C2C=CC=CC=2)[CH2:28][O:27]1. (6) Given the product [CH3:16][O:17][C:18](=[O:28])[C:19]1[CH:24]=[CH:23][C:22]([Br:25])=[C:21]([CH2:26][N:1]2[CH2:6][CH2:5][CH:4]([C:7]3[C:15]4[C:10](=[CH:11][CH:12]=[CH:13][CH:14]=4)[NH:9][CH:8]=3)[CH2:3][CH2:2]2)[CH:20]=1, predict the reactants needed to synthesize it. The reactants are: [NH:1]1[CH2:6][CH2:5][CH:4]([C:7]2[C:15]3[C:10](=[CH:11][CH:12]=[CH:13][CH:14]=3)[NH:9][CH:8]=2)[CH2:3][CH2:2]1.[CH3:16][O:17][C:18](=[O:28])[C:19]1[CH:24]=[CH:23][C:22]([Br:25])=[C:21]([CH2:26]Br)[CH:20]=1. (7) Given the product [CH3:1][O:2][C:3](=[O:13])[C:4]1[C:5]([Cl:12])=[CH:6][C:7]([Br:11])=[CH:8][C:9]=1[CH2:10][Br:14], predict the reactants needed to synthesize it. The reactants are: [CH3:1][O:2][C:3](=[O:13])[C:4]1[C:9]([CH3:10])=[CH:8][C:7]([Br:11])=[CH:6][C:5]=1[Cl:12].[Br:14]N1C(=O)CCC1=O.C(OOC(=O)C1C=CC=CC=1)(=O)C1C=CC=CC=1. (8) Given the product [Cl:8][C:5]1[CH:6]=[CH:7][C:2]2[NH:1][C:22](=[O:23])[O:10][C:9]([CH:11]3[CH2:12][CH2:13]3)([CH:14]=[CH2:15])[C:3]=2[CH:4]=1, predict the reactants needed to synthesize it. The reactants are: [NH2:1][C:2]1[CH:7]=[CH:6][C:5]([Cl:8])=[CH:4][C:3]=1[C:9]([CH:11]1[CH2:13][CH2:12]1)=[O:10].[CH:14]([Mg]Br)=[CH2:15].[Cl-].[NH4+].C1C[O:23][CH2:22]C1. (9) Given the product [F:5][C:6]1[CH:14]=[CH:13][C:9]([C:10]([O:12][CH3:18])=[O:11])=[C:8]([N+:15]([O-:17])=[O:16])[CH:7]=1, predict the reactants needed to synthesize it. The reactants are: S(Cl)(Cl)=O.[F:5][C:6]1[CH:14]=[CH:13][C:9]([C:10]([OH:12])=[O:11])=[C:8]([N+:15]([O-:17])=[O:16])[CH:7]=1.[CH3:18]O. (10) Given the product [C:1]([O:5][C:6]([NH:8][C@@H:9]1[CH2:14][CH2:13][C:12](=[N:27][O:26][CH3:25])[CH2:11][C@@H:10]1[NH:16][C:17]([O:19][C:20]([CH3:23])([CH3:22])[CH3:21])=[O:18])=[O:7])([CH3:4])([CH3:3])[CH3:2], predict the reactants needed to synthesize it. The reactants are: [C:1]([O:5][C:6]([NH:8][C@@H:9]1[CH2:14][CH2:13][C:12](=O)[CH2:11][C@@H:10]1[NH:16][C:17]([O:19][C:20]([CH3:23])([CH3:22])[CH3:21])=[O:18])=[O:7])([CH3:4])([CH3:3])[CH3:2].Cl.[CH3:25][O:26][NH2:27].N1C=CC=CC=1.